This data is from Forward reaction prediction with 1.9M reactions from USPTO patents (1976-2016). The task is: Predict the product of the given reaction. Given the reactants [CH2:1]([O:3][C:4]([C:6]1[CH:10]=[C:9]([CH:11]=O)[NH:8][N:7]=1)=[O:5])[CH3:2].[CH2:13]([NH2:20])[C:14]1[CH:19]=[CH:18][CH:17]=[CH:16][CH:15]=1.C(O[BH-](OC(=O)C)OC(=O)C)(=O)C.[Na+], predict the reaction product. The product is: [CH2:1]([O:3][C:4]([C:6]1[CH:10]=[C:9]([CH2:11][NH:20][CH2:13][C:14]2[CH:19]=[CH:18][CH:17]=[CH:16][CH:15]=2)[NH:8][N:7]=1)=[O:5])[CH3:2].